This data is from hERG Central: cardiac toxicity at 1µM, 10µM, and general inhibition. The task is: Predict hERG channel inhibition at various concentrations. (1) The compound is Cc1cc(C(=O)N2CCN(C(=O)c3ccco3)CC2)ccc1[N+](=O)[O-]. Results: hERG_inhib (hERG inhibition (general)): blocker. (2) The molecule is COc1ccc(C(CNC(=O)c2ccc(C)c(S(=O)(=O)Nc3ccccc3OC)c2)N2CCCC2)cc1. Results: hERG_inhib (hERG inhibition (general)): blocker.